This data is from Full USPTO retrosynthesis dataset with 1.9M reactions from patents (1976-2016). The task is: Predict the reactants needed to synthesize the given product. (1) Given the product [CH3:11][O:12][C:13]1[CH:14]=[C:15]2[C:19](=[CH:20][CH:21]=1)[N:18]([NH:22][C:23]([C:25]1[C:26]([CH3:2])=[N:27][C:28]([C:31]3[CH:36]=[CH:35][CH:34]=[CH:33][N:32]=3)=[N:29][CH:30]=1)=[O:24])[CH:17]=[CH:16]2, predict the reactants needed to synthesize it. The reactants are: N1(N)C2C(=NC=CC=2)C=[CH:2]1.[CH3:11][O:12][C:13]1[CH:14]=[C:15]2[C:19](=[CH:20][CH:21]=1)[N:18]([NH:22][C:23]([C:25]1[CH:26]=[N:27][C:28]([C:31]3[CH:36]=[CH:35][CH:34]=[CH:33][N:32]=3)=[N:29][CH:30]=1)=[O:24])[CH:17]=[CH:16]2. (2) Given the product [C:10]([C:9]1[CH:8]=[C:7]([C:23]2([CH:19]3[C:18](=[O:36])[O:17][C:16]([CH3:37])([CH3:15])[O:21][C:20]3=[O:22])[CH2:28][CH2:27][N:26]([C:29]([O:31][C:32]([CH3:35])([CH3:34])[CH3:33])=[O:30])[CH2:25][CH2:24]2)[CH:14]=[CH:13][CH:12]=1)#[N:11], predict the reactants needed to synthesize it. The reactants are: BrC(C)C.[Mg].I[C:7]1[CH:8]=[C:9]([CH:12]=[CH:13][CH:14]=1)[C:10]#[N:11].[CH3:15][C:16]1([CH3:37])[O:21][C:20](=[O:22])[C:19](=[C:23]2[CH2:28][CH2:27][N:26]([C:29]([O:31][C:32]([CH3:35])([CH3:34])[CH3:33])=[O:30])[CH2:25][CH2:24]2)[C:18](=[O:36])[O:17]1.[NH4+].[Cl-].